Dataset: NCI-60 drug combinations with 297,098 pairs across 59 cell lines. Task: Regression. Given two drug SMILES strings and cell line genomic features, predict the synergy score measuring deviation from expected non-interaction effect. Drug 1: C1=C(C(=O)NC(=O)N1)N(CCCl)CCCl. Drug 2: N.N.Cl[Pt+2]Cl. Cell line: SW-620. Synergy scores: CSS=24.8, Synergy_ZIP=-9.27, Synergy_Bliss=-2.40, Synergy_Loewe=-13.0, Synergy_HSA=-6.18.